Dataset: Peptide-MHC class II binding affinity with 134,281 pairs from IEDB. Task: Regression. Given a peptide amino acid sequence and an MHC pseudo amino acid sequence, predict their binding affinity value. This is MHC class II binding data. (1) The peptide sequence is TPTEKDEYCARVNH. The MHC is DRB1_0701 with pseudo-sequence DRB1_0701. The binding affinity (normalized) is 0. (2) The peptide sequence is EKKYFAATQFWPLAA. The MHC is HLA-DPA10301-DPB10402 with pseudo-sequence HLA-DPA10301-DPB10402. The binding affinity (normalized) is 0.854. (3) The MHC is DRB1_0101 with pseudo-sequence DRB1_0101. The peptide sequence is IGDLRQSSCKMALLFKNL. The binding affinity (normalized) is 0. (4) The peptide sequence is MDYFIRMWNQAALAM. The MHC is DRB1_0101 with pseudo-sequence DRB1_0101. The binding affinity (normalized) is 1.00. (5) The peptide sequence is GELPIVDKIDAAFKI. The MHC is DRB3_0101 with pseudo-sequence DRB3_0101. The binding affinity (normalized) is 0.629. (6) The peptide sequence is RSHDVLTVQFLILGM. The MHC is DRB1_0301 with pseudo-sequence DRB1_0301. The binding affinity (normalized) is 0.